Dataset: Full USPTO retrosynthesis dataset with 1.9M reactions from patents (1976-2016). Task: Predict the reactants needed to synthesize the given product. Given the product [F:1][C:2]([F:7])([F:6])[C:3]([O-:5])=[O:4].[C:8]([CH2:11][C@@H:12]([NH:18][S:19]([C:22]1[S:23][C:24]([CH2:27][CH2:28][C:29]2[CH:34]=[CH:33][CH:32]=[C:31]([CH3:35])[CH:30]=2)=[CH:25][CH:26]=1)(=[O:20])=[O:21])[CH2:13][N+:14]([CH3:17])([CH3:15])[CH3:16])([OH:10])=[O:9], predict the reactants needed to synthesize it. The reactants are: [F:1][C:2]([F:7])([F:6])[C:3]([O-:5])=[O:4].[C:8]([CH2:11][C@@H:12]([NH:18][S:19]([C:22]1[S:23][C:24]([C:27]#[C:28][C:29]2[CH:30]=[C:31]([CH3:35])[CH:32]=[CH:33][CH:34]=2)=[CH:25][CH:26]=1)(=[O:21])=[O:20])[CH2:13][N+:14]([CH3:17])([CH3:16])[CH3:15])([OH:10])=[O:9].